From a dataset of Forward reaction prediction with 1.9M reactions from USPTO patents (1976-2016). Predict the product of the given reaction. (1) Given the reactants [Cl:1][C:2]1[CH:8]=[CH:7][CH:6]=[CH:5][C:3]=1[NH2:4].I[CH2:10][C:11](=[O:13])[CH3:12].C(=O)([O-])[O-].[K+].[K+].O, predict the reaction product. The product is: [Cl:1][C:2]1[CH:8]=[CH:7][CH:6]=[CH:5][C:3]=1[NH:4][CH2:10][C:11](=[O:13])[CH3:12]. (2) Given the reactants [Br-].[Br:2][C:3]1[CH:8]=[CH:7][C:6]([C:9]2[O:13][N:12]=[C:11]([CH3:14])[C:10]=2[CH2:15][P+](C2C=CC=CC=2)(C2C=CC=CC=2)C2C=CC=CC=2)=[CH:5][CH:4]=1.CC(C)([O-])C.[K+].[C:41]1([CH:47]([CH3:51])[CH2:48][CH:49]=O)[CH:46]=[CH:45][CH:44]=[CH:43][CH:42]=1.CCOC(C)=O, predict the reaction product. The product is: [Br:2][C:3]1[CH:4]=[CH:5][C:6]([C:9]2[O:13][N:12]=[C:11]([CH3:14])[C:10]=2[CH:15]=[CH:49][CH2:48][CH:47]([C:41]2[CH:46]=[CH:45][CH:44]=[CH:43][CH:42]=2)[CH3:51])=[CH:7][CH:8]=1. (3) The product is: [OH:1][C@H:2]1[CH2:7][CH2:6][CH2:5][CH2:4][C@@H:3]1[NH:8][C:9]([C:11]1[C:15]2=[N:16][CH:17]=[CH:18][CH:19]=[C:14]2[NH:13][CH:12]=1)=[O:10]. Given the reactants [OH:1][C@H:2]1[CH2:7][CH2:6][CH2:5][CH2:4][C@@H:3]1[NH:8][C:9]([C:11]1[C:15]2=[N:16][CH:17]=[CH:18][CH:19]=[C:14]2[N:13](C(OC(C)(C)C)=O)[CH:12]=1)=[O:10].C(O)(C(F)(F)F)=O, predict the reaction product. (4) Given the reactants C(Cl)(=O)C(Cl)=O.CS(C)=O.[CH3:11][C:12]1([CH2:20][OH:21])[CH2:19][CH2:18][CH2:17][CH:16]=[CH:15][CH2:14][CH2:13]1.C(N(CC)CC)C, predict the reaction product. The product is: [CH3:11][C:12]1([CH:20]=[O:21])[CH2:19][CH2:18][CH2:17][CH:16]=[CH:15][CH2:14][CH2:13]1. (5) Given the reactants C(OC(=O)[N:7]([CH2:10][CH2:11][CH2:12][O:13][C:14]1[CH:19]=[CH:18][C:17]([NH:20][C:21]2[S:22][C:23]([C:27](=[O:37])[C:28]3[CH:33]=[CH:32][C:31]([O:34][CH3:35])=[C:30]([F:36])[CH:29]=3)=[C:24]([NH2:26])[N:25]=2)=[CH:16][CH:15]=1)[CH2:8][CH3:9])(C)(C)C.FC(F)(F)C(O)=O, predict the reaction product. The product is: [NH2:26][C:24]1[N:25]=[C:21]([NH:20][C:17]2[CH:18]=[CH:19][C:14]([O:13][CH2:12][CH2:11][CH2:10][NH:7][CH2:8][CH3:9])=[CH:15][CH:16]=2)[S:22][C:23]=1[C:27]([C:28]1[CH:33]=[CH:32][C:31]([O:34][CH3:35])=[C:30]([F:36])[CH:29]=1)=[O:37]. (6) Given the reactants [H-].[Na+].Cl[CH2:4][CH2:5][O:6][C:7]1[CH:12]=[C:11]([C:13]([NH:15][CH2:16][CH3:17])=[O:14])[CH:10]=[CH:9][C:8]=1[N:18]1[CH:22]=[C:21]([C:23]([NH:25][CH:26]2[CH2:28][CH2:27]2)=[O:24])[N:20]=[N:19]1.O, predict the reaction product. The product is: [CH:26]1([NH:25][C:23]([C:21]2[N:20]=[N:19][N:18]([C:8]3[CH:9]=[CH:10][C:11]([C:13]([NH:15][CH2:16][CH3:17])=[O:14])=[CH:12][C:7]=3[O:6][CH:5]=[CH2:4])[CH:22]=2)=[O:24])[CH2:28][CH2:27]1. (7) Given the reactants [CH3:1][O:2][C:3]1[CH:4]=[C:5]2[C:10](=[CH:11][C:12]=1[O:13][CH3:14])[N:9]=[CH:8][N:7]=[C:6]2[O:15][C:16]1[CH:17]=[N:18][N:19]([CH2:21][C:22](O)=[O:23])[CH:20]=1.[NH2:25][C:26]1[CH:27]=[C:28]2[C:32](=[CH:33][CH:34]=1)[CH2:31][O:30][C:29]2=[O:35], predict the reaction product. The product is: [O:35]=[C:29]1[C:28]2[C:32](=[CH:33][CH:34]=[C:26]([NH:25][C:22](=[O:23])[CH2:21][N:19]3[CH:20]=[C:16]([O:15][C:6]4[C:5]5[C:10](=[CH:11][C:12]([O:13][CH3:14])=[C:3]([O:2][CH3:1])[CH:4]=5)[N:9]=[CH:8][N:7]=4)[CH:17]=[N:18]3)[CH:27]=2)[CH2:31][O:30]1. (8) The product is: [Cl:1][C:2]1[CH:3]=[CH:4][C:5]2[N:11]3[C:12]([CH2:15][F:16])=[N:13][N:14]=[C:10]3[C@@H:9]([CH2:17][CH2:18][N:19]3[NH:23][N:22]=[C:21]([S:24][C:25]([CH3:32])([CH2:51][CH3:52])[C:26]([OH:28])=[O:27])[NH:20]3)[O:8][C@H:7]([C:33]3[CH:38]=[CH:37][CH:36]=[C:35]([O:39][CH3:40])[C:34]=3[O:41][CH3:42])[C:6]=2[CH:43]=1. Given the reactants [Cl:1][C:2]1[CH:3]=[CH:4][C:5]2[N:11]3[C:12]([CH2:15][F:16])=[N:13][N:14]=[C:10]3[C@@H:9]([CH2:17][CH2:18][N:19]3[NH:23][N:22]=[C:21]([S:24][C:25]([CH3:32])(C)[C:26]([O:28]CC)=[O:27])[NH:20]3)[O:8][C@H:7]([C:33]3[CH:38]=[CH:37][CH:36]=[C:35]([O:39][CH3:40])[C:34]=3[O:41][CH3:42])[C:6]=2[CH:43]=1.O.[OH-].[Li+].CO.O.O1CC[CH2:52][CH2:51]1, predict the reaction product. (9) Given the reactants [Cl:1][C:2]1[CH:3]=[C:4]([C:8]2[C:13]3[N:14]([CH2:26][C@H:27]4[CH2:32][CH2:31][C@H:30]([CH3:33])[CH2:29][CH2:28]4)[C:15]([N:17]4[CH2:21][C@H:20]([OH:22])[CH2:19][C@H:18]4[CH:23]([CH3:25])[CH3:24])=[N:16][C:12]=3[CH:11]=[C:10]([C:34]#[N:35])[N:9]=2)[CH:5]=[N:6][CH:7]=1.[CH3:36]I.[H-].[Na+], predict the reaction product. The product is: [Cl:1][C:2]1[CH:3]=[C:4]([C:8]2[C:13]3[N:14]([CH2:26][C@H:27]4[CH2:28][CH2:29][C@H:30]([CH3:33])[CH2:31][CH2:32]4)[C:15]([N:17]4[CH2:21][C@H:20]([O:22][CH3:36])[CH2:19][C@H:18]4[CH:23]([CH3:24])[CH3:25])=[N:16][C:12]=3[CH:11]=[C:10]([C:34]#[N:35])[N:9]=2)[CH:5]=[N:6][CH:7]=1. (10) Given the reactants Cl.[C:2]([CH2:4][C:5]1[CH:10]=[CH:9][N:8]=[CH:7][CH:6]=1)#[N:3].C([O-])(O)=[O:12].[Na+].ClC1C=CC=C(C(OO)=O)C=1, predict the reaction product. The product is: [C:2]([CH2:4][C:5]1[CH:10]=[CH:9][N+:8]([O-:12])=[CH:7][CH:6]=1)#[N:3].